From a dataset of Peptide-MHC class I binding affinity with 185,985 pairs from IEDB/IMGT. Regression. Given a peptide amino acid sequence and an MHC pseudo amino acid sequence, predict their binding affinity value. This is MHC class I binding data. (1) The peptide sequence is IMEIVSHLR. The MHC is HLA-A31:01 with pseudo-sequence HLA-A31:01. The binding affinity (normalized) is 0.771. (2) The peptide sequence is TQGYFPDWQNY. The MHC is HLA-B40:01 with pseudo-sequence HLA-B40:01. The binding affinity (normalized) is 0.0119. (3) The peptide sequence is YTLNNGGAF. The MHC is HLA-C07:01 with pseudo-sequence HLA-C07:01. The binding affinity (normalized) is 0.0847. (4) The MHC is HLA-A02:06 with pseudo-sequence HLA-A02:06. The peptide sequence is VLLGVVFGV. The binding affinity (normalized) is 0.834. (5) The peptide sequence is AQFNASPVA. The MHC is HLA-A68:02 with pseudo-sequence HLA-A68:02. The binding affinity (normalized) is 0.205. (6) The peptide sequence is SPIIDKKGKV. The MHC is HLA-B07:02 with pseudo-sequence HLA-B07:02. The binding affinity (normalized) is 0.411.